This data is from Forward reaction prediction with 1.9M reactions from USPTO patents (1976-2016). The task is: Predict the product of the given reaction. (1) Given the reactants [C@@H:1]12[CH2:6][C@@H:5]1[CH2:4][NH:3][C@@H:2]2[CH2:7][NH:8][C:9]([C:11]1[CH:12]=[CH:13][CH:14]=[C:15]2[O:19][CH:18]=[CH:17][C:16]=12)=[O:10].[C:20]1([C:26]2[C:27]([C:32](O)=[O:33])=[N:28][CH:29]=[CH:30][N:31]=2)[CH:25]=[CH:24][CH:23]=[CH:22][CH:21]=1, predict the reaction product. The product is: [C:20]1([C:26]2[C:27]([C:32]([N:3]3[CH2:4][C@@H:5]4[C@@H:1]([CH2:6]4)[C@H:2]3[CH2:7][NH:8][C:9]([C:11]3[CH:12]=[CH:13][CH:14]=[C:15]4[O:19][CH:18]=[CH:17][C:16]=34)=[O:10])=[O:33])=[N:28][CH:29]=[CH:30][N:31]=2)[CH:21]=[CH:22][CH:23]=[CH:24][CH:25]=1. (2) Given the reactants [C:1]12([CH2:11][C:12]([NH:14][C:15]3[C:24]([Cl:25])=[CH:23][CH:22]=[C:21]4[C:16]=3[CH:17]=[CH:18][C:19](Cl)=[N:20]4)=[O:13])[CH2:10][CH:5]3[CH2:6][CH:7]([CH2:9][CH:3]([CH2:4]3)[CH2:2]1)[CH2:8]2.C(=O)([O-])[O-].[K+].[K+].[NH:33]1[CH2:38][CH2:37][NH:36][CH2:35][CH2:34]1.O, predict the reaction product. The product is: [C:1]12([CH2:11][C:12]([NH:14][C:15]3[C:24]([Cl:25])=[CH:23][CH:22]=[C:21]4[C:16]=3[CH:17]=[CH:18][C:19]([N:33]3[CH2:38][CH2:37][NH:36][CH2:35][CH2:34]3)=[N:20]4)=[O:13])[CH2:10][CH:5]3[CH2:6][CH:7]([CH2:9][CH:3]([CH2:4]3)[CH2:2]1)[CH2:8]2. (3) Given the reactants [NH2:1][C:2]1[CH:7]=[CH:6][C:5](B2OC(C)(C)C(C)(C)O2)=[CH:4][N:3]=1.Br[C:18]1[CH:25]=[CH:24][C:21]([NH:22][CH3:23])=[CH:20][CH:19]=1.C(=O)([O-])[O-].[Na+].[Na+], predict the reaction product. The product is: [CH3:23][NH:22][C:21]1[CH:24]=[CH:25][C:18]([C:5]2[CH:6]=[CH:7][C:2]([NH2:1])=[N:3][CH:4]=2)=[CH:19][CH:20]=1. (4) Given the reactants C(OC(=O)[NH:7][CH:8]1[CH2:13][CH2:12][N:11]([CH2:14][C:15]2[CH:20]=[CH:19][C:18]([F:21])=[CH:17][CH:16]=2)[CH2:10][CH2:9]1)(C)(C)C.FC(F)(F)C(O)=O, predict the reaction product. The product is: [F:21][C:18]1[CH:17]=[CH:16][C:15]([CH2:14][N:11]2[CH2:10][CH2:9][CH:8]([NH2:7])[CH2:13][CH2:12]2)=[CH:20][CH:19]=1. (5) Given the reactants [Cl:1][C:2]1[CH:7]=[CH:6][CH:5]=[C:4]([Cl:8])[C:3]=1[CH2:9][CH2:10][O:11][CH2:12][C:13]([OH:15])=O.CN(C(ON1N=NC2C=CC=NC1=2)=[N+](C)C)C.F[P-](F)(F)(F)(F)F.C(N(CC)CC)C.[NH:47]1[CH2:52][CH2:51][CH:50]([OH:53])[CH2:49][CH2:48]1, predict the reaction product. The product is: [Cl:8][C:4]1[CH:5]=[CH:6][CH:7]=[C:2]([Cl:1])[C:3]=1[CH2:9][CH2:10][O:11][CH2:12][C:13]([N:47]1[CH2:52][CH2:51][CH:50]([OH:53])[CH2:49][CH2:48]1)=[O:15].